From a dataset of Forward reaction prediction with 1.9M reactions from USPTO patents (1976-2016). Predict the product of the given reaction. (1) Given the reactants [CH3:1][C:2]1([CH3:26])[CH2:11][CH2:10][C:9]([CH3:13])([CH3:12])[C:8]2[CH:7]=[C:6]([C:14]3[N:15]=[C:16]([N:19]4[CH2:24][CH2:23][CH:22]([NH2:25])[CH2:21][CH2:20]4)[S:17][CH:18]=3)[CH:5]=[CH:4][C:3]1=2.C(OC([N:34]1[CH2:38][CH2:37][C@H:36]([OH:39])[C@H:35]1[C:40](O)=[O:41])=O)(C)(C)C.Cl, predict the reaction product. The product is: [CH3:1][C:2]1([CH3:26])[CH2:11][CH2:10][C:9]([CH3:12])([CH3:13])[C:8]2[CH:7]=[C:6]([C:14]3[N:15]=[C:16]([N:19]4[CH2:24][CH2:23][CH:22]([NH:25][C:40]([C@@H:35]5[C@@H:36]([OH:39])[CH2:37][CH2:38][NH:34]5)=[O:41])[CH2:21][CH2:20]4)[S:17][CH:18]=3)[CH:5]=[CH:4][C:3]1=2. (2) Given the reactants [CH:1]([N:4]1[C:8]([C:9]2[S:10][C:11]3[CH2:12][CH2:13][O:14][C:15]4[CH:22]=[CH:21][C:20]([C:23]5[C:24](=[O:29])[NH:25][CH:26]=[CH:27][CH:28]=5)=[CH:19][C:16]=4[C:17]=3[N:18]=2)=[N:7][CH:6]=[N:5]1)([CH3:3])[CH3:2].I[CH3:31], predict the reaction product. The product is: [CH:1]([N:4]1[C:8]([C:9]2[S:10][C:11]3[CH2:12][CH2:13][O:14][C:15]4[CH:22]=[CH:21][C:20]([C:23]5[C:24](=[O:29])[N:25]([CH3:31])[CH:26]=[CH:27][CH:28]=5)=[CH:19][C:16]=4[C:17]=3[N:18]=2)=[N:7][CH:6]=[N:5]1)([CH3:3])[CH3:2]. (3) Given the reactants [Cl:1][C:2]1[C:3]([F:31])=[C:4]([NH:8][C:9]2[C:18]3[C:13](=[CH:14][C:15]([O:29][CH3:30])=[C:16]([CH2:19][N:20](C(C)C)[C@H:21]([C:23](O)=O)[CH3:22])[CH:17]=3)[N:12]=[CH:11][N:10]=2)[CH:5]=[CH:6][CH:7]=1.ClC1C(F)=C(C=CC=1)NC1C2C(=CC(OC)=C(C=O)C=2)N=CN=1.C(N)(C)C, predict the reaction product. The product is: [Cl:1][C:2]1[C:3]([F:31])=[C:4]([NH:8][C:9]2[C:18]3[C:13](=[CH:14][C:15]([O:29][CH3:30])=[C:16]([CH2:19][NH:20][CH:21]([CH3:23])[CH3:22])[CH:17]=3)[N:12]=[CH:11][N:10]=2)[CH:5]=[CH:6][CH:7]=1. (4) Given the reactants C([O:8][C@@H:9]1[C@@H:15]([CH2:16][O:17]CC2C=CC=CC=2)[O:14][CH:12]([OH:13])[C@H:11](O)[C@H:10]1[O:26][C:27](=[O:35])[CH:28]([CH2:32][CH2:33][CH3:34])[CH2:29][CH2:30][CH3:31])C1C=CC=CC=1.[H][H], predict the reaction product. The product is: [C:27]([O:26][C@H:10]1[C@H:9]([OH:8])[C@@H:15]([CH2:16][OH:17])[O:14][CH:12]([OH:13])[CH2:11]1)(=[O:35])[CH:28]([CH2:29][CH2:30][CH3:31])[CH2:32][CH2:33][CH3:34]. (5) Given the reactants S(C)C.C1(C)C=CC=CC=1.[Cl:11][C:12]1[CH:13]=[CH:14][C:15]([CH3:33])=[C:16]([CH:32]=1)[C:17]([C@@H:19]1[CH2:24][CH2:23][CH2:22][N:21]([C:25]([O:27][C:28]([CH3:31])([CH3:30])[CH3:29])=[O:26])[CH2:20]1)=[O:18], predict the reaction product. The product is: [Cl:11][C:12]1[CH:13]=[CH:14][C:15]([CH3:33])=[C:16]([C@H:17]([OH:18])[C@@H:19]2[CH2:24][CH2:23][CH2:22][N:21]([C:25]([O:27][C:28]([CH3:29])([CH3:30])[CH3:31])=[O:26])[CH2:20]2)[CH:32]=1. (6) Given the reactants [N+:1]([C:4]1[CH:5]=[C:6]([OH:11])[C:7](=[CH:9][CH:10]=1)[OH:8])([O-:3])=[O:2].C(=O)(O)[O-].[K+].[CH2:17]([CH:19]1[O:21][CH2:20]1)Br, predict the reaction product. The product is: [OH:21][CH2:20][CH:19]1[O:11][C:6]2[CH:5]=[C:4]([N+:1]([O-:3])=[O:2])[CH:10]=[CH:9][C:7]=2[O:8][CH2:17]1. (7) Given the reactants [CH3:1][O:2][CH2:3][O:4][C:5]1[CH:10]=[C:9]([C:11]([F:14])([F:13])[F:12])[CH:8]=[CH:7][C:6]=1B(O)O.Cl[C:19]1[N:24]=[CH:23][N:22]=[C:21]([O:25][C:26]2[CH:35]=[C:34]3[C:29]([CH:30]=[CH:31][CH:32]=[N:33]3)=[CH:28][CH:27]=2)[CH:20]=1.C([O-])([O-])=O.[K+].[K+], predict the reaction product. The product is: [CH3:1][O:2][CH2:3][O:4][C:5]1[CH:10]=[C:9]([C:11]([F:14])([F:13])[F:12])[CH:8]=[CH:7][C:6]=1[C:19]1[N:24]=[CH:23][N:22]=[C:21]([O:25][C:26]2[CH:35]=[C:34]3[C:29]([CH:30]=[CH:31][CH:32]=[N:33]3)=[CH:28][CH:27]=2)[CH:20]=1. (8) The product is: [CH2:17]([C:8]1[CH:9]=[C:10]([Cl:16])[CH:11]=[C:12]([N+:13]([O-:15])=[O:14])[C:7]=1[C:22]1[CH:27]=[CH:26][CH:25]=[CH:24][CH:23]=1)[CH:18]=[CH2:19]. Given the reactants FC(F)(F)S(O[C:7]1[C:12]([N+:13]([O-:15])=[O:14])=[CH:11][C:10]([Cl:16])=[CH:9][C:8]=1[CH2:17][CH:18]=[CH2:19])(=O)=O.[C:22]1(B(O)O)[CH:27]=[CH:26][CH:25]=[CH:24][CH:23]=1, predict the reaction product. (9) The product is: [F:18][C:15]1([F:19])[CH2:16][CH2:17][N:12]([CH2:11][C:4]2[N:3]=[C:2]([C:28]3[CH:33]=[CH:32][CH:31]=[C:30]([C:34]([F:37])([F:36])[F:35])[CH:29]=3)[N:6]3[CH:7]=[CH:8][CH:9]=[CH:10][C:5]=23)[CH2:13][CH2:14]1. Given the reactants Br[C:2]1[N:6]2[CH:7]=[CH:8][CH:9]=[CH:10][C:5]2=[C:4]([CH2:11][N:12]2[CH2:17][CH2:16][C:15]([F:19])([F:18])[CH2:14][CH2:13]2)[N:3]=1.CC1(C)C(C)(C)OB([C:28]2[CH:33]=[CH:32][CH:31]=[C:30]([C:34]([F:37])([F:36])[F:35])[CH:29]=2)O1.C(=O)([O-])[O-].[Cs+].[Cs+].O, predict the reaction product. (10) Given the reactants [Cl:1][C:2]1[C:10]2[NH:9][C:8]3[CH2:11][CH2:12][N:13]4[C@H:17]([C:7]=3[C:6]=2[CH:5]=[C:4]([F:18])[CH:3]=1)[CH2:16][CH2:15][CH2:14]4.[H-].[Na+].[CH3:21][C:22]1([C:25]2[CH:26]=[N:27][CH:28]=[CH:29][CH:30]=2)[CH2:24][O:23]1, predict the reaction product. The product is: [Cl:1][C:2]1[C:10]2[N:9]([CH2:21][C:22]([C:25]3[CH:26]=[N:27][CH:28]=[CH:29][CH:30]=3)([OH:23])[CH3:24])[C:8]3[CH2:11][CH2:12][N:13]4[C@H:17]([C:7]=3[C:6]=2[CH:5]=[C:4]([F:18])[CH:3]=1)[CH2:16][CH2:15][CH2:14]4.